From a dataset of Full USPTO retrosynthesis dataset with 1.9M reactions from patents (1976-2016). Predict the reactants needed to synthesize the given product. (1) Given the product [F:17][C:10]([F:9])([F:16])[C:11](=[O:13])[CH2:2][C:3]#[N:5], predict the reactants needed to synthesize it. The reactants are: [Li+].[CH3:2][CH:3]([N-:5]C(C)C)C.[F:9][C:10]([F:17])([F:16])[C:11]([O:13]CC)=O.C(#N)C. (2) Given the product [Cl:17][C:6]1[N:5]=[C:4]([C:18]2[CH:19]=[CH:20][N:21]=[CH:22][CH:23]=2)[N:3]=[C:2]([NH:1][S:38](=[O:40])(=[O:39])[NH:37][CH2:35][CH3:36])[C:7]=1[O:8][C:9]1[CH:14]=[CH:13][CH:12]=[CH:11][C:10]=1[O:15][CH3:16], predict the reactants needed to synthesize it. The reactants are: [NH2:1][C:2]1[C:7]([O:8][C:9]2[CH:14]=[CH:13][CH:12]=[CH:11][C:10]=2[O:15][CH3:16])=[C:6]([Cl:17])[N:5]=[C:4]([C:18]2[CH:23]=[CH:22][N:21]=[CH:20][CH:19]=2)[N:3]=1.C1CCN2C(=NCCC2)CC1.[CH2:35]([NH:37][S:38](Cl)(=[O:40])=[O:39])[CH3:36]. (3) Given the product [Br:8][C:5]1[CH:4]=[N:3][C:2]([C:9]#[N:10])=[CH:7][CH:6]=1, predict the reactants needed to synthesize it. The reactants are: Br[C:2]1[CH:7]=[CH:6][C:5]([Br:8])=[CH:4][N:3]=1.[C:9]([Cu])#[N:10].[OH-].[Na+].C(OCC)(=O)C. (4) Given the product [CH3:28][O:27][C:25]([C:24]1[CH:29]=[CH:30][C:21]([C@@H:19]([NH:18][C:14]([C@H:9]2[CH2:10][CH2:11][CH2:12][CH2:13][N:8]2[C:6]([O:5][C:1]([CH3:2])([CH3:3])[CH3:4])=[O:7])=[O:16])[CH3:20])=[CH:22][CH:23]=1)=[O:26], predict the reactants needed to synthesize it. The reactants are: [C:1]([O:5][C:6]([N:8]1[CH2:13][CH2:12][CH2:11][CH2:10][C@@H:9]1[C:14]([OH:16])=O)=[O:7])([CH3:4])([CH3:3])[CH3:2].Cl.[NH2:18][C@H:19]([C:21]1[CH:30]=[CH:29][C:24]([C:25]([O:27][CH3:28])=[O:26])=[CH:23][CH:22]=1)[CH3:20].